This data is from NCI-60 drug combinations with 297,098 pairs across 59 cell lines. The task is: Regression. Given two drug SMILES strings and cell line genomic features, predict the synergy score measuring deviation from expected non-interaction effect. Drug 1: CCCS(=O)(=O)NC1=C(C(=C(C=C1)F)C(=O)C2=CNC3=C2C=C(C=N3)C4=CC=C(C=C4)Cl)F. Drug 2: C1CC(C1)(C(=O)O)C(=O)O.[NH2-].[NH2-].[Pt+2]. Cell line: MOLT-4. Synergy scores: CSS=56.4, Synergy_ZIP=-4.06, Synergy_Bliss=-6.93, Synergy_Loewe=-14.7, Synergy_HSA=-8.15.